Task: Predict the reactants needed to synthesize the given product.. Dataset: Full USPTO retrosynthesis dataset with 1.9M reactions from patents (1976-2016) (1) Given the product [CH3:2][O:3][C:4](=[O:16])[CH:5]([N:15]1[CH2:51][C:50]([O:52][C:53]2[C:58]([F:59])=[CH:57][CH:56]=[CH:55][C:54]=2[F:60])=[CH:49][C:48]1=[O:61])[CH2:6][C:7]1[C:8]([Cl:14])=[CH:9][CH:10]=[CH:11][C:12]=1[Cl:13], predict the reactants needed to synthesize it. The reactants are: Cl.[CH3:2][O:3][C:4](=[O:16])[CH:5]([NH2:15])[CH2:6][C:7]1[C:12]([Cl:13])=[CH:11][CH:10]=[CH:9][C:8]=1[Cl:14].C(N(CC)C(C)C)(C)C.C1(C[C@H](N2[CH2:51][C:50]([O:52][C:53]3[C:58]([F:59])=[CH:57][CH:56]=[CH:55][C:54]=3[F:60])=[CH:49][C:48]2=[O:61])C(NC2C=CN(CC(O)(C)C)N=2)=O)CCCCC1. (2) Given the product [CH3:18][CH:16]1[CH2:17][C:10]2[CH:9]=[C:8]([CH2:7][NH2:6])[CH:26]=[CH:25][C:11]=2[N:12]([C:19]2[CH:24]=[CH:23][CH:22]=[CH:21][CH:20]=2)[CH2:13][CH2:14][O:15]1, predict the reactants needed to synthesize it. The reactants are: CC(C)(C)OC([NH:6][CH2:7][C:8]1[CH:26]=[CH:25][C:11]2[N:12]([C:19]3[CH:24]=[CH:23][CH:22]=[CH:21][CH:20]=3)[CH2:13][CH2:14][O:15][CH:16]([CH3:18])[CH2:17][C:10]=2[CH:9]=1)=O.C(O)(C(F)(F)F)=O. (3) Given the product [CH3:16][O:15][C:14]1[C:13]([O:17][CH3:18])=[CH:12][CH:11]=[C:10]([C:19]2[CH:27]=[CH:26][CH:25]=[C:24]3[C:20]=2[CH2:21][CH2:22][C:23]3=[O:28])[C:9]=1[O:8][CH2:7][C:3]1([CH2:2][NH:1][C:36](=[O:38])[CH3:37])[CH2:4][O:5][CH2:6]1, predict the reactants needed to synthesize it. The reactants are: [NH2:1][CH2:2][C:3]1([CH2:7][O:8][C:9]2[C:14]([O:15][CH3:16])=[C:13]([O:17][CH3:18])[CH:12]=[CH:11][C:10]=2[C:19]2[CH:27]=[CH:26][CH:25]=[C:24]3[C:20]=2[CH2:21][CH2:22][C:23]3=[O:28])[CH2:6][O:5][CH2:4]1.C(N(CC)CC)C.[C:36](Cl)(=[O:38])[CH3:37]. (4) Given the product [CH2:1]([C:3]1[CH:8]=[CH:7][C:6]([C:9]2[CH:14]=[CH:13][C:12]([C:15]([O:17][CH3:18])=[O:16])=[CH:11][C:10]=2[CH3:19])=[CH:5][C:4]=1[B:21]1[O:25][C:24]([CH3:27])([CH3:26])[C:23]([CH3:29])([CH3:28])[O:22]1)[CH3:2], predict the reactants needed to synthesize it. The reactants are: [CH2:1]([C:3]1[CH:8]=[CH:7][C:6]([C:9]2[CH:14]=[CH:13][C:12]([C:15]([O:17][CH3:18])=[O:16])=[CH:11][C:10]=2[CH3:19])=[CH:5][C:4]=1I)[CH3:2].[B:21]1([B:21]2[O:25][C:24]([CH3:27])([CH3:26])[C:23]([CH3:29])([CH3:28])[O:22]2)[O:25][C:24]([CH3:27])([CH3:26])[C:23]([CH3:29])([CH3:28])[O:22]1.C([O-])(=O)C.[K+].O1CCOCC1. (5) Given the product [Cl:1][C:2]1[CH:3]=[C:4]([C:8]2[N:9]=[C:10]([N:16]3[C:17]4[CH:22]=[C:21]([CH:23]=[O:24])[C:20]([O:25][CH3:26])=[CH:19][C:18]=4[N:27]=[CH:33]3)[S:11][C:12]=2[C:13]([NH2:15])=[O:14])[CH:5]=[CH:6][CH:7]=1, predict the reactants needed to synthesize it. The reactants are: [Cl:1][C:2]1[CH:3]=[C:4]([C:8]2[N:9]=[C:10]([NH:16][C:17]3[CH:22]=[C:21]([CH:23]=[O:24])[C:20]([O:25][CH3:26])=[CH:19][C:18]=3[N+:27]([O-])=O)[S:11][C:12]=2[C:13]([NH2:15])=[O:14])[CH:5]=[CH:6][CH:7]=1.[Cl-].[NH4+].O1CCC[CH2:33]1.COC(OC)OC. (6) Given the product [C:1]([C:5]1[CH:6]=[C:7]([S:11]([N:14]2[CH2:19][CH2:18][N:17]3[CH2:20][C@H:21]([O:23][C:24]4[CH:29]=[N:28][C:27]([CH:30]([CH3:32])[CH3:31])=[CH:26][N:25]=4)[CH2:22][C@H:16]3[CH2:15]2)(=[O:13])=[O:12])[CH:8]=[CH:9][CH:10]=1)([CH3:4])([CH3:3])[CH3:2], predict the reactants needed to synthesize it. The reactants are: [C:1]([C:5]1[CH:6]=[C:7]([S:11]([N:14]2[CH2:19][CH2:18][N:17]3[CH2:20][C@H:21]([O:23][C:24]4[CH:29]=[N:28][C:27]([C:30]([CH3:32])=[CH2:31])=[CH:26][N:25]=4)[CH2:22][C@H:16]3[CH2:15]2)(=[O:13])=[O:12])[CH:8]=[CH:9][CH:10]=1)([CH3:4])([CH3:3])[CH3:2].[H][H].